Dataset: Reaction yield outcomes from USPTO patents with 853,638 reactions. Task: Predict the reaction yield, written as a fraction of the theoretical maximum amount of product (1.0 means a 100% yield; for example, 0.34 means a 34% yield). (1) The reactants are C(N(S(F)(F)[F:7])CC)C.O[C:11]([C:14]1[C:18]([C:19]([F:22])([F:21])[F:20])=[C:17]([C:23]([O:25][CH2:26][CH3:27])=[O:24])[N:16]([CH3:28])[N:15]=1)([CH3:13])[CH3:12].C(=O)([O-])[O-].[Na+].[Na+]. The catalyst is ClCCl. The product is [F:7][C:11]([C:14]1[C:18]([C:19]([F:22])([F:21])[F:20])=[C:17]([C:23]([O:25][CH2:26][CH3:27])=[O:24])[N:16]([CH3:28])[N:15]=1)([CH3:13])[CH3:12]. The yield is 0.670. (2) The reactants are [N+:1]([O-:4])(O)=[O:2].[C:5]([C:8]1[CH:29]=[CH:28][C:11]([O:12][CH2:13][C:14]2([NH:17][C:18]([O:20][CH2:21][C:22]3[CH:27]=[CH:26][CH:25]=[CH:24][CH:23]=3)=[O:19])[CH2:16][CH2:15]2)=[C:10]([O:30][CH3:31])[CH:9]=1)(=[O:7])[CH3:6]. The catalyst is CC(OC(C)=O)=O. The product is [C:5]([C:8]1[C:29]([N+:1]([O-:4])=[O:2])=[CH:28][C:11]([O:12][CH2:13][C:14]2([NH:17][C:18]([O:20][CH2:21][C:22]3[CH:27]=[CH:26][CH:25]=[CH:24][CH:23]=3)=[O:19])[CH2:16][CH2:15]2)=[C:10]([O:30][CH3:31])[CH:9]=1)(=[O:7])[CH3:6]. The yield is 0.560.